This data is from Forward reaction prediction with 1.9M reactions from USPTO patents (1976-2016). The task is: Predict the product of the given reaction. Given the reactants [CH3:1][N:2]([CH3:24])[CH2:3][CH2:4][CH2:5][N:6]([CH3:23])[C:7]1[CH:12]=[CH:11][C:10]([C:13]([F:19])([F:18])[C:14]([F:17])([F:16])[F:15])=[CH:9][C:8]=1[N+:20]([O-])=O.[H][H], predict the reaction product. The product is: [CH3:24][N:2]([CH3:1])[CH2:3][CH2:4][CH2:5][N:6]([CH3:23])[C:7]1[C:8]([NH2:20])=[CH:9][C:10]([C:13]([F:19])([F:18])[C:14]([F:15])([F:16])[F:17])=[CH:11][CH:12]=1.